This data is from Forward reaction prediction with 1.9M reactions from USPTO patents (1976-2016). The task is: Predict the product of the given reaction. (1) Given the reactants [N+:1]([C:4]1[CH:9]=[CH:8][C:7]([C:10]([N:12]=[C:13]=[S:14])=[O:11])=[CH:6][CH:5]=1)([O-:3])=[O:2].[CH3:15][O:16][C:17]1[CH:18]=[C:19]2[C:24](=[CH:25][C:26]=1[O:27][CH3:28])[N:23]=[CH:22][N:21]=[C:20]2[O:29][C:30]1[CH:36]=[CH:35][C:33]([NH2:34])=[CH:32][CH:31]=1.C1(C)C=CC=CC=1, predict the reaction product. The product is: [CH3:15][O:16][C:17]1[CH:18]=[C:19]2[C:24](=[CH:25][C:26]=1[O:27][CH3:28])[N:23]=[CH:22][N:21]=[C:20]2[O:29][C:30]1[CH:36]=[CH:35][C:33]([NH:34][C:13]([NH:12][C:10](=[O:11])[C:7]2[CH:6]=[CH:5][C:4]([N+:1]([O-:3])=[O:2])=[CH:9][CH:8]=2)=[S:14])=[CH:32][CH:31]=1. (2) Given the reactants [C:1]([C:5]1[CH:10]=[CH:9][C:8]([NH:11][C:12]([C:14]2[C:15]([NH:20][C:21]3[CH:29]=[C:28]4[C:24]([CH:25]=[N:26][NH:27]4)=[CH:23][CH:22]=3)=[N:16][CH:17]=[CH:18][CH:19]=2)=[O:13])=[CH:7][CH:6]=1)([CH3:4])([CH3:3])[CH3:2].C1C(=O)N([Br:37])C(=O)C1, predict the reaction product. The product is: [C:1]([C:5]1[CH:6]=[CH:7][C:8]([NH:11][C:12]([C:14]2[C:15]([NH:20][C:21]3[C:29]([Br:37])=[C:28]4[C:24]([CH:25]=[N:26][NH:27]4)=[CH:23][CH:22]=3)=[N:16][CH:17]=[CH:18][CH:19]=2)=[O:13])=[CH:9][CH:10]=1)([CH3:4])([CH3:2])[CH3:3]. (3) Given the reactants FC1C=C2C(C(C3C=C4C(C=NN4C[CH:30]4[CH2:35][CH2:34][N:33]([C:36](=[O:38])[CH3:37])[CH2:32][CH2:31]4)=CC=3)=CN2S(C2C=CC=CC=2)(=O)=O)=CC=1.[F:39][C:40]1[CH:48]=[C:47]2[C:43]([C:44]([C:58]3[CH:66]=[CH:65][C:64]4[C:60](=[CH:61][N:62](CC(N)=O)[N:63]=4)[CH:59]=3)=[CH:45][N:46]2S(C2C=CC=CC=2)(=O)=O)=[CH:42][CH:41]=1, predict the reaction product. The product is: [F:39][C:40]1[CH:48]=[C:47]2[C:43]([C:44]([C:58]3[CH:59]=[C:60]4[C:64](=[CH:65][CH:66]=3)[N:63]([CH:30]3[CH2:35][CH2:34][N:33]([C:36](=[O:38])[CH3:37])[CH2:32][CH2:31]3)[N:62]=[CH:61]4)=[CH:45][NH:46]2)=[CH:42][CH:41]=1. (4) Given the reactants [CH3:1][O:2][C:3](=[O:23])[CH2:4][C:5]1[C:14]([CH3:15])=[C:13]([CH:16]2[CH2:21][CH2:20][NH:19][CH2:18][CH2:17]2)[C:12]2[C:7](=[CH:8][CH:9]=[C:10]([F:22])[CH:11]=2)[CH:6]=1.[Cl:24][C:25]1[CH:30]=[CH:29][CH:28]=[CH:27][C:26]=1[S:31](Cl)(=[O:33])=[O:32].C(N(CC)C(C)C)(C)C, predict the reaction product. The product is: [CH3:1][O:2][C:3](=[O:23])[CH2:4][C:5]1[C:14]([CH3:15])=[C:13]([CH:16]2[CH2:17][CH2:18][N:19]([S:31]([C:26]3[CH:27]=[CH:28][CH:29]=[CH:30][C:25]=3[Cl:24])(=[O:33])=[O:32])[CH2:20][CH2:21]2)[C:12]2[C:7](=[CH:8][CH:9]=[C:10]([F:22])[CH:11]=2)[CH:6]=1. (5) Given the reactants C1(P(C2C=CC=CC=2)C2C=CC=CC=2)C=CC=CC=1.[CH3:20][C:21]1([CH3:28])[O:25][C@@H:24]([CH2:26][OH:27])[CH2:23][O:22]1.[F:29][C:30]1[CH:35]=[C:34](O)[CH:33]=[C:32]([F:37])[C:31]=1[C:38]1[N:43]=[C:42]([C:44]([NH:46][C:47]2[CH:48]=[N:49][CH:50]=[CH:51][C:52]=2[C@@H:53]2[CH2:58][C@H:57]([CH3:59])[CH2:56][C@H:55]([NH:60][C:61](=[O:67])[O:62][C:63]([CH3:66])([CH3:65])[CH3:64])[CH2:54]2)=[O:45])[CH:41]=[CH:40][C:39]=1[F:68].CC(OC(/N=N/C(OC(C)C)=O)=O)C, predict the reaction product. The product is: [CH3:20][C:21]1([CH3:28])[O:25][C@@H:24]([CH2:26][O:27][C:34]2[CH:33]=[C:32]([F:37])[C:31]([C:38]3[N:43]=[C:42]([C:44]([NH:46][C:47]4[CH:48]=[N:49][CH:50]=[CH:51][C:52]=4[C@@H:53]4[CH2:58][C@H:57]([CH3:59])[CH2:56][C@H:55]([NH:60][C:61](=[O:67])[O:62][C:63]([CH3:64])([CH3:66])[CH3:65])[CH2:54]4)=[O:45])[CH:41]=[CH:40][C:39]=3[F:68])=[C:30]([F:29])[CH:35]=2)[CH2:23][O:22]1. (6) Given the reactants [CH:1]1([NH:4][C:5]2[N:10]3[N:11]=[CH:12][C:13](/[CH:14]=[C:15]4/[C:16](=[O:21])[NH:17][C:18](=[O:20])[NH:19]/4)=[C:9]3[N:8]=[C:7](S(C)(=O)=O)[N:6]=2)[CH2:3][CH2:2]1.C1(NC2N3N=CC(/C=C4/C(=O)NC(=O)N/4)=C3N=C(S(C)=O)N=2)CC1.[Cl:50][C:51]1[CH:52]=[C:53]([CH:55]=[CH:56][CH:57]=1)[NH2:54].CO, predict the reaction product. The product is: [Cl:50][C:51]1[CH:52]=[C:53]([NH:54][C:7]2[N:6]=[C:5]([NH:4][CH:1]3[CH2:3][CH2:2]3)[N:10]3[N:11]=[CH:12][C:13](/[CH:14]=[C:15]4/[C:16](=[O:21])[NH:17][C:18](=[O:20])[NH:19]/4)=[C:9]3[N:8]=2)[CH:55]=[CH:56][CH:57]=1. (7) Given the reactants [F:1][C:2]1[C:7]([F:8])=[CH:6][CH:5]=[CH:4][C:3]=1[C:9]1[N:17]=[C:12]2[CH:13]=[N:14][NH:15][CH:16]=[C:11]2[N:10]=1.C(=O)([O-])[O-].[K+].[K+].Br[CH:25]([C:30]1[O:34][N:33]=[C:32]([C:35]2[CH:40]=[CH:39][C:38]([O:41][CH2:42][CH2:43][CH3:44])=[CH:37][C:36]=2[C:45]([F:48])([F:47])[F:46])[CH:31]=1)[C:26]([O:28][CH3:29])=[O:27], predict the reaction product. The product is: [F:1][C:2]1[C:7]([F:8])=[CH:6][CH:5]=[CH:4][C:3]=1[C:9]1[N:17]=[C:12]2[CH:13]=[N:14][N:15]([CH:25]([C:30]3[O:34][N:33]=[C:32]([C:35]4[CH:40]=[CH:39][C:38]([O:41][CH2:42][CH2:43][CH3:44])=[CH:37][C:36]=4[C:45]([F:47])([F:48])[F:46])[CH:31]=3)[C:26]([O:28][CH3:29])=[O:27])[CH:16]=[C:11]2[N:10]=1. (8) Given the reactants [Cl:1][C:2]1[CH:3]=[C:4]([CH2:9][C:10]([OH:12])=[O:11])[CH:5]=[C:6](F)[CH:7]=1.[CH2:13]([OH:20])[C:14]1[CH:19]=[CH:18][CH:17]=[CH:16][CH:15]=1, predict the reaction product. The product is: [CH2:13]([O:20][C:6]1[CH:5]=[C:4]([CH2:9][C:10]([OH:12])=[O:11])[CH:3]=[C:2]([Cl:1])[CH:7]=1)[C:14]1[CH:19]=[CH:18][CH:17]=[CH:16][CH:15]=1. (9) Given the reactants [CH2:1]([N:3]=[C:4]=[O:5])[CH3:2].[CH3:6][S:7]([C:10]1[CH:15]=[CH:14][C:13]([C:16]2[S:20][C:19]([NH2:21])=[N:18][C:17]=2[CH3:22])=[CH:12][CH:11]=1)(=[O:9])=[O:8], predict the reaction product. The product is: [CH2:1]([NH:3][C:4]([NH:21][C:19]1[S:20][C:16]([C:13]2[CH:12]=[CH:11][C:10]([S:7]([CH3:6])(=[O:9])=[O:8])=[CH:15][CH:14]=2)=[C:17]([CH3:22])[N:18]=1)=[O:5])[CH3:2].